From a dataset of Forward reaction prediction with 1.9M reactions from USPTO patents (1976-2016). Predict the product of the given reaction. (1) Given the reactants [C:1]1([CH3:21])[CH:6]=[CH:5][C:4]([S:7]([N:10]2[CH:18]3[CH:13]([CH2:14][CH2:15][CH2:16][CH2:17]3)[CH2:12]C2C#N)(=[O:9])=[O:8])=[CH:3][CH:2]=1.[CH3:22][C:23]([O-:25])=[O:24].[ClH:26], predict the reaction product. The product is: [ClH:26].[S:7]([C:4]1[CH:3]=[CH:2][C:1]([CH3:21])=[CH:6][CH:5]=1)([O-:8])(=[O:9])=[O:24].[NH:10]1[CH:18]2[CH:13]([CH2:14][CH2:15][CH2:16][CH2:17]2)[CH2:12][CH:22]1[C:23]([OH:25])=[O:24]. (2) Given the reactants C(N(C(C)C)C(C)C)C.[CH:10]1([C:15](Cl)=[O:16])[CH2:14][CH2:13][CH2:12][CH2:11]1.[Cl:18][C:19]1[C:20]([F:29])=[C:21]2[C:27]([NH2:28])=[CH:26][NH:25][C:22]2=[N:23][CH:24]=1, predict the reaction product. The product is: [Cl:18][C:19]1[C:20]([F:29])=[C:21]2[C:27]([NH:28][C:15]([CH:10]3[CH2:14][CH2:13][CH2:12][CH2:11]3)=[O:16])=[CH:26][NH:25][C:22]2=[N:23][CH:24]=1. (3) Given the reactants FC1(F)OC2C=CC(N(CC)C(=O)C[N:14]3[C:23](=[O:24])[C:22]4[C:17](=[CH:18][CH:19]=[CH:20][CH:21]=4)[C:16]([C:25]([OH:27])=O)=[N:15]3)=CC=2O1.[NH2:32]C1C=CC=CC=1C#N.O=P(Cl)(Cl)Cl.C(=O)(O)[O-].[Na+], predict the reaction product. The product is: [O:24]=[C:23]1[C:22]2[C:17](=[CH:18][CH:19]=[CH:20][CH:21]=2)[C:16]([C:25]([NH2:32])=[O:27])=[N:15][NH:14]1. (4) The product is: [C:7]1([C:1]2[CH:2]=[CH:3][CH:4]=[CH:5][CH:6]=2)[CH2:12][CH2:11][CH2:10][CH2:9][CH:8]=1. Given the reactants [C:1]1([C:7]2(O)[CH2:12][CH2:11][CH2:10][CH2:9][CH2:8]2)[CH:6]=[CH:5][CH:4]=[CH:3][CH:2]=1.C1(C)C=CC(S(O)(=O)=O)=CC=1, predict the reaction product. (5) Given the reactants [Cl:1][C:2]1[CH:7]=[C:6]2[NH:8][C:9](=[O:39])[C:10]3([CH:15]([C:16]4[CH:21]=[C:20]([Cl:22])[CH:19]=[CH:18][C:17]=4[O:23][C:24]([C:27]([OH:29])=O)([CH3:26])[CH3:25])[CH2:14][C:13](=[O:30])[NH:12][CH:11]3[C:31]3[CH:36]=[C:35]([F:37])[CH:34]=[CH:33][C:32]=3[CH3:38])[C:5]2=[CH:4][CH:3]=1.CCN=C=NCCCN(C)C.Cl.C1C=CC2N(O)N=NC=2C=1.CCN(C(C)C)C(C)C.[CH3:71][O:72][NH3+:73].[Cl-], predict the reaction product. The product is: [Cl:1][C:2]1[CH:7]=[C:6]2[NH:8][C:9](=[O:39])[C:10]3([CH:15]([C:16]4[CH:21]=[C:20]([Cl:22])[CH:19]=[CH:18][C:17]=4[O:23][C:24]([C:27](=[O:29])[NH:73][O:72][CH3:71])([CH3:26])[CH3:25])[CH2:14][C:13](=[O:30])[NH:12][CH:11]3[C:31]3[CH:36]=[C:35]([F:37])[CH:34]=[CH:33][C:32]=3[CH3:38])[C:5]2=[CH:4][CH:3]=1. (6) Given the reactants CC(OC([N:8]1[C@H:17]([C:18]([OH:20])=O)[CH2:16][C:15]2[C:10](=[CH:11][CH:12]=[CH:13][CH:14]=2)[CH2:9]1)=O)(C)C.[CH:21]1[CH:22]=[CH:23]C2N(O)N=[N:27][C:25]=2[CH:26]=1.C(N(CC)C(C)C)(C)C.N1CCCCC1.FC(F)(F)C(O)=O, predict the reaction product. The product is: [N:27]1([C:18]([C@@H:17]2[CH2:16][C:15]3[C:10](=[CH:11][CH:12]=[CH:13][CH:14]=3)[CH2:9][NH:8]2)=[O:20])[CH2:23][CH2:22][CH2:21][CH2:26][CH2:25]1.